This data is from Full USPTO retrosynthesis dataset with 1.9M reactions from patents (1976-2016). The task is: Predict the reactants needed to synthesize the given product. (1) Given the product [F:9][C:7]1([F:10])[O:6][C:5]2[CH:11]=[CH:12][C:2]([B:16]3[O:17][C:18]([CH3:20])([CH3:19])[C:14]([CH3:30])([CH3:13])[O:15]3)=[CH:3][C:4]=2[O:8]1, predict the reactants needed to synthesize it. The reactants are: Br[C:2]1[CH:12]=[CH:11][C:5]2[O:6][C:7]([F:10])([F:9])[O:8][C:4]=2[CH:3]=1.[CH3:13][C:14]1([CH3:30])[C:18]([CH3:20])([CH3:19])[O:17][B:16]([B:16]2[O:17][C:18]([CH3:20])([CH3:19])[C:14]([CH3:30])([CH3:13])[O:15]2)[O:15]1.C(O[K])(C)=O. (2) Given the product [CH2:10]([O:15][C:16]1[CH:17]=[CH:18][C:19]([CH2:22][C:23]([O:25][C:26]([CH3:29])([CH3:28])[CH3:27])=[O:24])=[CH:20][CH:21]=1)[CH2:11][CH:12]([CH3:14])[CH3:13], predict the reactants needed to synthesize it. The reactants are: B(F)(F)F.CCOCC.[CH2:10]([O:15][C:16]1[CH:21]=[CH:20][C:19]([CH2:22][C:23]([OH:25])=[O:24])=[CH:18][CH:17]=1)[CH2:11][CH:12]([CH3:14])[CH3:13].[C:26](OC(=N)C(Cl)(Cl)Cl)([CH3:29])([CH3:28])[CH3:27]. (3) The reactants are: Br[C:2]1[CH:3]=[C:4]([F:21])[C:5]([N:8]2[CH2:13][CH2:12][N:11]([C:14]([O:16][C:17]([CH3:20])([CH3:19])[CH3:18])=[O:15])[CH2:10][CH2:9]2)=[N:6][CH:7]=1.[CH2:22](Br)[CH:23]=[CH2:24]. Given the product [CH2:24]([C:2]1[CH:3]=[C:4]([F:21])[C:5]([N:8]2[CH2:13][CH2:12][N:11]([C:14]([O:16][C:17]([CH3:20])([CH3:19])[CH3:18])=[O:15])[CH2:10][CH2:9]2)=[N:6][CH:7]=1)[CH:23]=[CH2:22], predict the reactants needed to synthesize it.